This data is from TCR-epitope binding with 47,182 pairs between 192 epitopes and 23,139 TCRs. The task is: Binary Classification. Given a T-cell receptor sequence (or CDR3 region) and an epitope sequence, predict whether binding occurs between them. The epitope is LLMPILTLT. The TCR CDR3 sequence is CASSYGWGNEQFF. Result: 1 (the TCR binds to the epitope).